This data is from Choline transporter screen with 302,306 compounds. The task is: Binary Classification. Given a drug SMILES string, predict its activity (active/inactive) in a high-throughput screening assay against a specified biological target. (1) The compound is S=C(N\N=C\c1cc2OCCOc2cc1)N. The result is 0 (inactive). (2) The molecule is S=c1[nH]c(O)c(CCOCC)c(=O)[nH]1. The result is 0 (inactive). (3) The molecule is o1c(=O)c(C(C\C(=N\Nc2c([N+]([O-])=O)cc([N+]([O-])=O)cc2)C)c2ccccc2)c(O)c2c1cccc2. The result is 1 (active).